This data is from NCI-60 drug combinations with 297,098 pairs across 59 cell lines. The task is: Regression. Given two drug SMILES strings and cell line genomic features, predict the synergy score measuring deviation from expected non-interaction effect. (1) Drug 2: C1=CN(C=N1)CC(O)(P(=O)(O)O)P(=O)(O)O. Cell line: LOX IMVI. Drug 1: C1C(C(OC1N2C=C(C(=O)NC2=O)F)CO)O. Synergy scores: CSS=23.2, Synergy_ZIP=-3.30, Synergy_Bliss=2.23, Synergy_Loewe=-26.8, Synergy_HSA=-2.06. (2) Drug 1: CCC1=CC2CC(C3=C(CN(C2)C1)C4=CC=CC=C4N3)(C5=C(C=C6C(=C5)C78CCN9C7C(C=CC9)(C(C(C8N6C)(C(=O)OC)O)OC(=O)C)CC)OC)C(=O)OC.C(C(C(=O)O)O)(C(=O)O)O. Drug 2: C(=O)(N)NO. Cell line: SNB-19. Synergy scores: CSS=36.9, Synergy_ZIP=0.894, Synergy_Bliss=2.64, Synergy_Loewe=-42.3, Synergy_HSA=3.65. (3) Drug 1: C1=CC(=CC=C1CC(C(=O)O)N)N(CCCl)CCCl.Cl. Synergy scores: CSS=20.8, Synergy_ZIP=0.957, Synergy_Bliss=-0.359, Synergy_Loewe=-1.71, Synergy_HSA=-1.42. Drug 2: CC1C(C(CC(O1)OC2CC(OC(C2O)C)OC3=CC4=CC5=C(C(=O)C(C(C5)C(C(=O)C(C(C)O)O)OC)OC6CC(C(C(O6)C)O)OC7CC(C(C(O7)C)O)OC8CC(C(C(O8)C)O)(C)O)C(=C4C(=C3C)O)O)O)O. Cell line: NCI-H460. (4) Drug 1: C1=CN(C(=O)N=C1N)C2C(C(C(O2)CO)O)O.Cl. Drug 2: CCN(CC)CCNC(=O)C1=C(NC(=C1C)C=C2C3=C(C=CC(=C3)F)NC2=O)C. Cell line: HT29. Synergy scores: CSS=20.4, Synergy_ZIP=2.91, Synergy_Bliss=4.38, Synergy_Loewe=-12.2, Synergy_HSA=-0.986. (5) Drug 1: CC(C1=C(C=CC(=C1Cl)F)Cl)OC2=C(N=CC(=C2)C3=CN(N=C3)C4CCNCC4)N. Drug 2: CC1=C(C=C(C=C1)NC2=NC=CC(=N2)N(C)C3=CC4=NN(C(=C4C=C3)C)C)S(=O)(=O)N.Cl. Cell line: SF-539. Synergy scores: CSS=18.7, Synergy_ZIP=9.10, Synergy_Bliss=9.90, Synergy_Loewe=9.51, Synergy_HSA=11.0. (6) Drug 1: C1=CC(=CC=C1CC(C(=O)O)N)N(CCCl)CCCl.Cl. Drug 2: CN(C(=O)NC(C=O)C(C(C(CO)O)O)O)N=O. Cell line: HOP-62. Synergy scores: CSS=-1.71, Synergy_ZIP=-4.42, Synergy_Bliss=-3.60, Synergy_Loewe=-6.62, Synergy_HSA=-6.95. (7) Drug 1: C1=CC(=C2C(=C1NCCNCCO)C(=O)C3=C(C=CC(=C3C2=O)O)O)NCCNCCO. Drug 2: CN(C)C1=NC(=NC(=N1)N(C)C)N(C)C. Cell line: CAKI-1. Synergy scores: CSS=47.0, Synergy_ZIP=-2.73, Synergy_Bliss=-6.47, Synergy_Loewe=-62.8, Synergy_HSA=-4.68.